From a dataset of Forward reaction prediction with 1.9M reactions from USPTO patents (1976-2016). Predict the product of the given reaction. (1) Given the reactants [OH:1][C:2]1[C:7]([OH:8])=[C:6]([C:9]([O:11][CH3:12])=[O:10])[N:5]=[C:4](C(O)=O)[N:3]=1, predict the reaction product. The product is: [OH:8][C:7]1[C:6]([C:9]([O:11][CH3:12])=[O:10])=[N:5][CH:4]=[N:3][C:2]=1[OH:1]. (2) Given the reactants [Cl:1][C:2]1[N:3]=[C:4]([N:13]2[CH2:18][CH2:17][O:16][CH2:15][CH2:14]2)[C:5]2[S:10][C:9]([CH:11]=O)=[CH:8][C:6]=2[N:7]=1.Cl.[CH:20]1([S:23]([N:26]2[CH2:31][CH2:30][NH:29][CH2:28][CH2:27]2)(=[O:25])=[O:24])[CH2:22][CH2:21]1, predict the reaction product. The product is: [Cl:1][C:2]1[N:3]=[C:4]([N:13]2[CH2:18][CH2:17][O:16][CH2:15][CH2:14]2)[C:5]2[S:10][C:9]([CH2:11][N:29]3[CH2:30][CH2:31][N:26]([S:23]([CH:20]4[CH2:22][CH2:21]4)(=[O:25])=[O:24])[CH2:27][CH2:28]3)=[CH:8][C:6]=2[N:7]=1. (3) Given the reactants [H-].[Na+].[CH3:3][C:4]1[CH:13]=[CH:12][C:11]2[C:6](=[C:7]([CH2:14][C:15]([O:17][CH3:18])=[O:16])[CH:8]=[CH:9][CH:10]=2)[N:5]=1.IC.[CH3:21]COCC, predict the reaction product. The product is: [CH3:3][C:4]1[CH:13]=[CH:12][C:11]2[C:6](=[C:7]([CH:14]([CH3:21])[C:15]([O:17][CH3:18])=[O:16])[CH:8]=[CH:9][CH:10]=2)[N:5]=1. (4) Given the reactants [Cl:1][C:2]1[CH:7]=[CH:6][CH:5]=[C:4]([F:8])[C:3]=1[C:9]1[NH:13][C:12](=[O:14])[N:11]([C:15]2[CH:24]=[CH:23][C:18]([C:19]([O:21]C)=[O:20])=[CH:17][CH:16]=2)[N:10]=1.[OH-].[Na+], predict the reaction product. The product is: [Cl:1][C:2]1[CH:7]=[CH:6][CH:5]=[C:4]([F:8])[C:3]=1[C:9]1[NH:13][C:12](=[O:14])[N:11]([C:15]2[CH:24]=[CH:23][C:18]([C:19]([OH:21])=[O:20])=[CH:17][CH:16]=2)[N:10]=1. (5) The product is: [C:18]([CH:2]1[CH2:3][CH2:4][CH2:5][CH2:6][C:1]1=[O:7])(=[O:22])[CH:19]([CH3:21])[CH3:20]. Given the reactants [C:1]1(=[O:7])[CH2:6][CH2:5][CH2:4][CH2:3][CH2:2]1.[Li+].C[Si]([N-][Si](C)(C)C)(C)C.[C:18](Cl)(=[O:22])[CH:19]([CH3:21])[CH3:20], predict the reaction product. (6) Given the reactants [N:1]1([CH2:8][CH2:9][N:10]2[C:14]3=[N:15][CH:16]=[N:17][C:18]([NH:19][CH3:20])=[C:13]3[CH:12]=[N:11]2)[CH2:7][CH2:6][CH2:5][CH2:4][CH2:3][CH2:2]1.C(O[C:25](=[O:27])[CH3:26])(=O)C, predict the reaction product. The product is: [N:1]1([CH2:8][CH2:9][N:10]2[C:14]3=[N:15][CH:16]=[N:17][C:18]([N:19]([CH3:20])[C:25](=[O:27])[CH3:26])=[C:13]3[CH:12]=[N:11]2)[CH2:2][CH2:3][CH2:4][CH2:5][CH2:6][CH2:7]1. (7) Given the reactants [CH2:1]([O:3][C:4](=[O:15])[CH2:5][CH2:6][CH2:7][O:8][CH2:9][C:10](OCC)=[O:11])[CH3:2].CC(C)([O-])C.[K+].C1COCC1.Cl, predict the reaction product. The product is: [CH2:1]([O:3][C:4]([C:5]1[CH2:6][CH2:7][O:8][CH2:9][C:10]=1[OH:11])=[O:15])[CH3:2].